From a dataset of Full USPTO retrosynthesis dataset with 1.9M reactions from patents (1976-2016). Predict the reactants needed to synthesize the given product. (1) Given the product [C:32]1([C:35]2[CH:36]=[CH:37][CH:38]=[CH:39][CH:40]=2)[CH:31]=[CH:30][C:29]([CH2:28][N:15]2[C:16]3[C:11](=[C:10]([O:9][CH3:8])[CH:19]=[CH:18][C:17]=3[C:20]3[CH:25]=[CH:24][CH:23]=[CH:22][CH:21]=3)[CH2:12][CH2:13][C:14]2=[O:26])=[CH:34][CH:33]=1, predict the reactants needed to synthesize it. The reactants are: [H-].[Na+].CN(C=O)C.[CH3:8][O:9][C:10]1[CH:19]=[CH:18][C:17]([C:20]2[CH:25]=[CH:24][CH:23]=[CH:22][CH:21]=2)=[C:16]2[C:11]=1[CH2:12][CH2:13][C:14](=[O:26])[NH:15]2.Br[CH2:28][C:29]1[CH:34]=[CH:33][C:32]([C:35]2[CH:40]=[CH:39][CH:38]=[CH:37][CH:36]=2)=[CH:31][CH:30]=1. (2) The reactants are: [C:1](=[O:8])([O:5][CH2:6][CH3:7])OCC.[H-].[Na+].[C:11]1([N:17]2[C:21]([C:22](=[O:24])[CH3:23])=[CH:20][CH:19]=[N:18]2)[CH:16]=[CH:15][CH:14]=[CH:13][CH:12]=1. Given the product [O:24]=[C:22]([C:21]1[N:17]([C:11]2[CH:16]=[CH:15][CH:14]=[CH:13][CH:12]=2)[N:18]=[CH:19][CH:20]=1)[CH2:23][C:1]([O:5][CH2:6][CH3:7])=[O:8], predict the reactants needed to synthesize it. (3) Given the product [CH2:16]([O:18][C:19]1[CH:20]=[C:21]([CH:22]2[C:8]([C:9]3[CH:14]=[CH:13][CH:12]=[CH:11][CH:10]=3)=[C:7]([C:1]3[CH:6]=[CH:5][CH:4]=[CH:3][CH:2]=3)[NH:35][C:33](=[NH:32])[NH:34]2)[CH:24]=[C:25]([N+:28]([O-:30])=[O:29])[C:26]=1[OH:27])[CH3:17].[ClH:31], predict the reactants needed to synthesize it. The reactants are: [C:1]1([C:7](=O)[CH2:8][C:9]2[CH:14]=[CH:13][CH:12]=[CH:11][CH:10]=2)[CH:6]=[CH:5][CH:4]=[CH:3][CH:2]=1.[CH2:16]([O:18][C:19]1[CH:20]=[C:21]([CH:24]=[C:25]([N+:28]([O-:30])=[O:29])[C:26]=1[OH:27])[CH:22]=O)[CH3:17].[ClH:31].[NH2:32][C:33]([NH2:35])=[NH:34].C(NC(C)C)(C)C. (4) Given the product [CH3:1][O:2][C:3](=[O:24])[CH2:4][C:5]1[C:14]([CH3:15])=[C:13]([C:16]2[CH:21]=[CH:20][C:19]([NH:22][S:31]([C:25]3[CH:30]=[CH:29][CH:28]=[CH:27][CH:26]=3)(=[O:33])=[O:32])=[CH:18][CH:17]=2)[C:12]2[C:7](=[CH:8][CH:9]=[C:10]([Cl:23])[CH:11]=2)[CH:6]=1, predict the reactants needed to synthesize it. The reactants are: [CH3:1][O:2][C:3](=[O:24])[CH2:4][C:5]1[C:14]([CH3:15])=[C:13]([C:16]2[CH:21]=[CH:20][C:19]([NH2:22])=[CH:18][CH:17]=2)[C:12]2[C:7](=[CH:8][CH:9]=[C:10]([Cl:23])[CH:11]=2)[CH:6]=1.[C:25]1([S:31](Cl)(=[O:33])=[O:32])[CH:30]=[CH:29][CH:28]=[CH:27][CH:26]=1.C(N(C(C)C)CC)(C)C. (5) The reactants are: [C:1]([O:5][C:6]([NH:8][CH:9]([CH2:13][CH2:14][CH2:15][CH:16]([CH3:18])[CH3:17])[C:10](O)=O)=[O:7])([CH3:4])([CH3:3])[CH3:2].C(=O)([O-])[O-].[Cs+].[Cs+].[Br:25][C:26]1[CH:27]=[C:28]([CH:33]=[CH:34][CH:35]=1)[C:29](=O)CBr.C([O-])(=O)C.[NH4+:40].C[N:42]([CH3:45])C=O. Given the product [Br:25][C:26]1[CH:27]=[C:28]([C:29]2[N:40]=[C:10]([CH:9]([NH:8][C:6](=[O:7])[O:5][C:1]([CH3:4])([CH3:3])[CH3:2])[CH2:13][CH2:14][CH2:15][CH:16]([CH3:18])[CH3:17])[NH:42][CH:45]=2)[CH:33]=[CH:34][CH:35]=1, predict the reactants needed to synthesize it. (6) Given the product [C:1]([O:5][C:6]([N:8]1[CH2:12][CH2:11][CH:10]([C:13]2[CH:18]=[C:17]([O:19][C:20]3[CH:25]=[CH:24][C:23]([NH:26][C:27](=[O:34])[C:28]4[CH:33]=[CH:32][CH:31]=[CH:30][CH:29]=4)=[CH:22][CH:21]=3)[C:16]([C:35](=[O:37])[NH2:36])=[CH:15][N:14]=2)[CH2:9]1)=[O:7])([CH3:4])([CH3:2])[CH3:3], predict the reactants needed to synthesize it. The reactants are: [C:1]([O:5][C:6]([N:8]1[CH2:12][CH:11]=[C:10]([C:13]2[CH:18]=[C:17]([O:19][C:20]3[CH:25]=[CH:24][C:23]([NH:26][C:27](=[O:34])[C:28]4[CH:33]=[CH:32][CH:31]=[CH:30][CH:29]=4)=[CH:22][CH:21]=3)[C:16]([C:35](=[O:37])[NH2:36])=[CH:15][N:14]=2)[CH2:9]1)=[O:7])([CH3:4])([CH3:3])[CH3:2]. (7) Given the product [CH2:30]([N:1]1[CH:5]=[C:4]([CH2:6][CH2:7][N:8]2[CH:9]([C:21]3[C:26]([CH3:27])=[CH:25][CH:24]=[CH:23][N:22]=3)[CH2:10][CH2:11][CH2:12][CH:13]2[C:14]2[C:19]([CH3:20])=[CH:18][CH:17]=[CH:16][N:15]=2)[N:3]=[CH:2]1)[C:31]1[CH:36]=[CH:35][CH:34]=[CH:33][CH:32]=1, predict the reactants needed to synthesize it. The reactants are: [N:1]1[CH:5]=[C:4]([CH2:6][CH2:7][N:8]2[CH:13]([C:14]3[C:19]([CH3:20])=[CH:18][CH:17]=[CH:16][N:15]=3)[CH2:12][CH2:11][CH2:10][CH:9]2[C:21]2[C:26]([CH3:27])=[CH:25][CH:24]=[CH:23][N:22]=2)[NH:3][CH:2]=1.[H-].[Na+].[CH2:30](Br)[C:31]1[CH:36]=[CH:35][CH:34]=[CH:33][CH:32]=1. (8) The reactants are: Cl[C:2]1[C:11]([CH:12]=[O:13])=[CH:10][C:9]2[C:4](=[CH:5][C:6]([O:15][CH2:16][C:17]3[CH:22]=[CH:21][CH:20]=[CH:19][N:18]=3)=[C:7]([Cl:14])[CH:8]=2)[N:3]=1.[OH2:23]. Given the product [Cl:14][C:7]1[CH:8]=[C:9]2[C:4](=[CH:5][C:6]=1[O:15][CH2:16][C:17]1[CH:22]=[CH:21][CH:20]=[CH:19][N:18]=1)[NH:3][C:2](=[O:23])[C:11]([CH:12]=[O:13])=[CH:10]2, predict the reactants needed to synthesize it.